Dataset: NCI-60 drug combinations with 297,098 pairs across 59 cell lines. Task: Regression. Given two drug SMILES strings and cell line genomic features, predict the synergy score measuring deviation from expected non-interaction effect. (1) Drug 2: N.N.Cl[Pt+2]Cl. Cell line: UACC-257. Synergy scores: CSS=37.0, Synergy_ZIP=-1.65, Synergy_Bliss=-0.0348, Synergy_Loewe=-29.7, Synergy_HSA=-0.222. Drug 1: CS(=O)(=O)OCCCCOS(=O)(=O)C. (2) Drug 1: C1CC(=O)NC(=O)C1N2CC3=C(C2=O)C=CC=C3N. Drug 2: C1=CC=C(C=C1)NC(=O)CCCCCCC(=O)NO. Cell line: TK-10. Synergy scores: CSS=17.6, Synergy_ZIP=-1.74, Synergy_Bliss=5.23, Synergy_Loewe=-21.4, Synergy_HSA=5.55. (3) Drug 1: C1CC(C1)(C(=O)O)C(=O)O.[NH2-].[NH2-].[Pt+2]. Drug 2: C(CC(=O)O)C(=O)CN.Cl. Cell line: UACC62. Synergy scores: CSS=-2.09, Synergy_ZIP=0.00546, Synergy_Bliss=1.39, Synergy_Loewe=-6.73, Synergy_HSA=-3.03. (4) Drug 1: C1=C(C(=O)NC(=O)N1)N(CCCl)CCCl. Drug 2: C1CCC(C(C1)N)N.C(=O)(C(=O)[O-])[O-].[Pt+4]. Cell line: SN12C. Synergy scores: CSS=35.0, Synergy_ZIP=-11.5, Synergy_Bliss=-1.76, Synergy_Loewe=-0.508, Synergy_HSA=-0.191. (5) Drug 1: CN(C)N=NC1=C(NC=N1)C(=O)N. Drug 2: C(CC(=O)O)C(=O)CN.Cl. Cell line: BT-549. Synergy scores: CSS=7.07, Synergy_ZIP=-1.50, Synergy_Bliss=1.29, Synergy_Loewe=-1.40, Synergy_HSA=0.108. (6) Drug 1: CC1C(C(=O)NC(C(=O)N2CCCC2C(=O)N(CC(=O)N(C(C(=O)O1)C(C)C)C)C)C(C)C)NC(=O)C3=C4C(=C(C=C3)C)OC5=C(C(=O)C(=C(C5=N4)C(=O)NC6C(OC(=O)C(N(C(=O)CN(C(=O)C7CCCN7C(=O)C(NC6=O)C(C)C)C)C)C(C)C)C)N)C. Drug 2: CC1=C(C=C(C=C1)NC(=O)C2=CC=C(C=C2)CN3CCN(CC3)C)NC4=NC=CC(=N4)C5=CN=CC=C5. Cell line: U251. Synergy scores: CSS=58.7, Synergy_ZIP=5.00, Synergy_Bliss=7.02, Synergy_Loewe=13.9, Synergy_HSA=13.4. (7) Drug 1: CC1=C(C=C(C=C1)NC2=NC=CC(=N2)N(C)C3=CC4=NN(C(=C4C=C3)C)C)S(=O)(=O)N.Cl. Drug 2: CCC1=CC2CC(C3=C(CN(C2)C1)C4=CC=CC=C4N3)(C5=C(C=C6C(=C5)C78CCN9C7C(C=CC9)(C(C(C8N6C)(C(=O)OC)O)OC(=O)C)CC)OC)C(=O)OC.C(C(C(=O)O)O)(C(=O)O)O. Cell line: HOP-62. Synergy scores: CSS=35.9, Synergy_ZIP=5.14, Synergy_Bliss=5.97, Synergy_Loewe=-4.37, Synergy_HSA=6.84.